The task is: Predict the reaction yield, written as a fraction of the theoretical maximum amount of product (1.0 means a 100% yield; for example, 0.34 means a 34% yield).. This data is from Reaction yield outcomes from USPTO patents with 853,638 reactions. The reactants are I[C:2]1[C:3]([NH2:18])=[N:4][C:5](=[O:17])[N:6]([CH:16]=1)[C@@H:7]1[O:15][C@H:12]([CH2:13][OH:14])[C@@H:10]([OH:11])[C@H:8]1[OH:9].[CH2:19]([NH:22][C:23](=[O:28])[C:24]([F:27])([F:26])[F:25])[C:20]#[CH:21].C(N(CC)CC)C.C(=O)(O)[O-]. The catalyst is CO.ClCCl.CN(C=O)C. The product is [F:25][C:24]([F:27])([F:26])[C:23]([NH:22][CH2:19][C:20]#[C:21][C:2]1[C:3]([NH2:18])=[N:4][C:5](=[O:17])[N:6]([CH:16]=1)[C@@H:7]1[O:15][C@H:12]([CH2:13][OH:14])[C@@H:10]([OH:11])[C@H:8]1[OH:9])=[O:28]. The yield is 0.670.